Task: Predict the product of the given reaction.. Dataset: Forward reaction prediction with 1.9M reactions from USPTO patents (1976-2016) (1) Given the reactants [NH2:1][C:2]1[C:11]2[C:6](=[C:7](Br)[C:8]([F:12])=[CH:9][CH:10]=2)[N:5]=[N:4][C:3]=1[C:14]([NH:16][CH:17]1[CH2:20][CH2:19][CH2:18]1)=[O:15].[CH3:21][O:22][C:23]1[C:28](B(O)O)=[CH:27][CH:26]=[C:25]([O:32][CH3:33])[N:24]=1, predict the reaction product. The product is: [NH2:1][C:2]1[C:11]2[C:6](=[C:7]([C:28]3[C:23]([O:22][CH3:21])=[N:24][C:25]([O:32][CH3:33])=[CH:26][CH:27]=3)[C:8]([F:12])=[CH:9][CH:10]=2)[N:5]=[N:4][C:3]=1[C:14]([NH:16][CH:17]1[CH2:20][CH2:19][CH2:18]1)=[O:15]. (2) The product is: [CH2:38]([O:5][C:6]([N:8]1[CH2:13][CH2:12][CH:11]([N:14]2[C:18]3=[N:19][CH:20]=[N:21][C:22]([O:23][C:24]4[C:25]([CH3:30])=[N:26][CH:27]=[CH:28][CH:29]=4)=[C:17]3[CH:16]=[N:15]2)[CH2:10][CH2:9]1)=[O:7])[C:37]1[CH:45]=[CH:44][CH:48]=[CH:35][CH:36]=1. Given the reactants C([O:5][C:6]([N:8]1[CH2:13][CH2:12][CH:11]([N:14]2[C:18]3=[N:19][CH:20]=[N:21][C:22]([O:23][C:24]4[C:25]([CH3:30])=[N:26][CH:27]=[CH:28][CH:29]=4)=[C:17]3[CH:16]=[N:15]2)[CH2:10][CH2:9]1)=[O:7])(C)(C)C.ClC(O[CH2:35][CH2:36][CH2:37][CH3:38])=O.C(N([CH2:44][CH3:45])CC)C.O.F[C:48](F)(F)C(O)=O, predict the reaction product. (3) Given the reactants [H-].[Na+].[O:3]1[CH2:8][CH2:7][CH2:6][O:5][CH:4]1[C:9]1[C:18]2[C:13](=[CH:14][CH:15]=[CH:16][CH:17]=2)[CH:12]=[C:11]([CH2:19][OH:20])[CH:10]=1.I[CH3:22].[Cl-].[NH4+], predict the reaction product. The product is: [CH3:22][O:20][CH2:19][C:11]1[CH:10]=[C:9]([CH:4]2[O:5][CH2:6][CH2:7][CH2:8][O:3]2)[C:18]2[C:13]([CH:12]=1)=[CH:14][CH:15]=[CH:16][CH:17]=2.